The task is: Predict the product of the given reaction.. This data is from Forward reaction prediction with 1.9M reactions from USPTO patents (1976-2016). (1) Given the reactants [F:1][C:2]1[CH:7]=[CH:6][C:5]([CH2:8][S:9](Cl)(=[O:11])=[O:10])=[CH:4][CH:3]=1.[CH2:13]([O:20][C:21](=[O:43])[C:22]([O:26][C:27]1[CH:32]=[CH:31][CH:30]=[C:29]([CH2:33][CH2:34][NH:35][CH2:36][CH2:37][CH2:38][CH2:39][CH2:40][CH2:41][CH3:42])[CH:28]=1)([CH3:25])[CH2:23][CH3:24])[C:14]1[CH:19]=[CH:18][CH:17]=[CH:16][CH:15]=1.C(N(CC)CC)C.C(Cl)Cl, predict the reaction product. The product is: [CH2:13]([O:20][C:21](=[O:43])[C:22]([O:26][C:27]1[CH:32]=[CH:31][CH:30]=[C:29]([CH2:33][CH2:34][N:35]([S:9]([CH2:8][C:5]2[CH:6]=[CH:7][C:2]([F:1])=[CH:3][CH:4]=2)(=[O:11])=[O:10])[CH2:36][CH2:37][CH2:38][CH2:39][CH2:40][CH2:41][CH3:42])[CH:28]=1)([CH3:25])[CH2:23][CH3:24])[C:14]1[CH:19]=[CH:18][CH:17]=[CH:16][CH:15]=1. (2) Given the reactants [Br:1][C:2]1[CH:3]=[CH:4][C:5]([F:9])=[C:6]([CH3:8])[CH:7]=1.[Br:10]N1C(=O)CCC1=O.C(OOCC1C=CC=CC=1)C1C=CC=CC=1.C1(=O)NC(=O)CC1, predict the reaction product. The product is: [Br:1][C:2]1[CH:3]=[CH:4][C:5]([F:9])=[C:6]([CH2:8][Br:10])[CH:7]=1.